Dataset: Forward reaction prediction with 1.9M reactions from USPTO patents (1976-2016). Task: Predict the product of the given reaction. (1) Given the reactants F[C:2]1[CH:7]=[CH:6][C:5]([N+:8]([O-:10])=[O:9])=[CH:4][CH:3]=1.C(N(C(C)C)C(C)C)C.[CH2:20]([O:27][C:28]([N:30]1[CH2:35][CH2:34][NH:33][CH2:32][CH2:31]1)=[O:29])[C:21]1[CH:26]=[CH:25][CH:24]=[CH:23][CH:22]=1, predict the reaction product. The product is: [N+:8]([C:5]1[CH:6]=[CH:7][C:2]([N:33]2[CH2:32][CH2:31][N:30]([C:28]([O:27][CH2:20][C:21]3[CH:26]=[CH:25][CH:24]=[CH:23][CH:22]=3)=[O:29])[CH2:35][CH2:34]2)=[CH:3][CH:4]=1)([O-:10])=[O:9]. (2) The product is: [CH:1]([N:14]1[CH2:17][C:16]([CH3:19])([OH:18])[CH2:15]1)([C:8]1[CH:13]=[CH:12][CH:11]=[CH:10][CH:9]=1)[C:2]1[CH:3]=[CH:4][CH:5]=[CH:6][CH:7]=1. Given the reactants [CH:1]([N:14]1[CH2:17][C:16](=[O:18])[CH2:15]1)([C:8]1[CH:13]=[CH:12][CH:11]=[CH:10][CH:9]=1)[C:2]1[CH:7]=[CH:6][CH:5]=[CH:4][CH:3]=1.[CH3:19][Mg+].[Br-].[OH-].[Na+], predict the reaction product. (3) Given the reactants [NH2:1][C:2]1[CH:3]=[C:4]2[C:9](=[CH:10][CH:11]=1)[N:8]=[CH:7][C:6]([C:12]#[N:13])=[C:5]2[NH:14][C:15]1[CH:20]=[CH:19][C:18]([F:21])=[C:17]([Cl:22])[CH:16]=1.[CH3:23][S:24]([C:27]1[CH:34]=[CH:33][C:30]([CH:31]=O)=[CH:29][CH:28]=1)(=[O:26])=[O:25].[BH3-]C#N.[Na+], predict the reaction product. The product is: [Cl:22][C:17]1[CH:16]=[C:15]([NH:14][C:5]2[C:4]3[C:9](=[CH:10][CH:11]=[C:2]([NH:1][CH2:31][C:30]4[CH:29]=[CH:28][C:27]([S:24]([CH3:23])(=[O:26])=[O:25])=[CH:34][CH:33]=4)[CH:3]=3)[N:8]=[CH:7][C:6]=2[C:12]#[N:13])[CH:20]=[CH:19][C:18]=1[F:21]. (4) Given the reactants [OH:1][C:2]1[CH:7]=[CH:6][C:5]([C:8]([CH3:14])([CH3:13])[C:9]([O:11][CH3:12])=[O:10])=[CH:4][CH:3]=1.C(#N)C.[Cl-].[Mg+2].[Cl-].[CH2:21]=[O:22], predict the reaction product. The product is: [OH:1][C:2]1[CH:3]=[CH:4][C:5]([C:8]([CH3:14])([CH3:13])[C:9]([O:11][CH3:12])=[O:10])=[CH:6][C:7]=1[CH:21]=[O:22]. (5) Given the reactants [C:1]([NH:5][C:6]1[C:10]([C:11]([O:13][CH2:14][CH3:15])=[O:12])=[C:9]([CH3:16])[N:8]([C:17]2[CH:22]=[CH:21][C:20]([N+:23]([O-:25])=[O:24])=[CH:19][CH:18]=2)[N:7]=1)([CH3:4])([CH3:3])[CH3:2].N(C(C)(C)C#N)=NC(C)(C)C#N.[Br:38]N1C(=O)CCC1=O, predict the reaction product. The product is: [Br:38][CH2:16][C:9]1[N:8]([C:17]2[CH:22]=[CH:21][C:20]([N+:23]([O-:25])=[O:24])=[CH:19][CH:18]=2)[N:7]=[C:6]([NH:5][C:1]([CH3:4])([CH3:3])[CH3:2])[C:10]=1[C:11]([O-:13])=[O:12].[Br:38][CH2:16][C:9]1[N:8]([C:17]2[CH:22]=[CH:21][C:20]([N+:23]([O-:25])=[O:24])=[CH:19][CH:18]=2)[N:7]=[C:6]([NH:5][C:1]([CH3:2])([CH3:3])[CH3:4])[C:10]=1[C:11]([O:13][CH2:14][CH3:15])=[O:12].